This data is from CYP3A4 inhibition data for predicting drug metabolism from PubChem BioAssay. The task is: Regression/Classification. Given a drug SMILES string, predict its absorption, distribution, metabolism, or excretion properties. Task type varies by dataset: regression for continuous measurements (e.g., permeability, clearance, half-life) or binary classification for categorical outcomes (e.g., BBB penetration, CYP inhibition). Dataset: cyp3a4_veith. (1) The drug is C=CCn1c(SCc2ccc3c(c2)OCO3)nc2scc(-c3ccco3)c2c1=O. The result is 1 (inhibitor). (2) The drug is Brc1ccc(/C=C/C=N/Nc2nc3ccccc3s2)cc1. The result is 0 (non-inhibitor).